This data is from Peptide-MHC class I binding affinity with 185,985 pairs from IEDB/IMGT. The task is: Regression. Given a peptide amino acid sequence and an MHC pseudo amino acid sequence, predict their binding affinity value. This is MHC class I binding data. The peptide sequence is LPAERAHEL. The MHC is HLA-E01:01 with pseudo-sequence HLA-E01:03. The binding affinity (normalized) is 0.0847.